From a dataset of Peptide-MHC class II binding affinity with 134,281 pairs from IEDB. Regression. Given a peptide amino acid sequence and an MHC pseudo amino acid sequence, predict their binding affinity value. This is MHC class II binding data. The peptide sequence is ENVIDVKLVDANGKL. The MHC is HLA-DQA10102-DQB10602 with pseudo-sequence HLA-DQA10102-DQB10602. The binding affinity (normalized) is 0.194.